This data is from Full USPTO retrosynthesis dataset with 1.9M reactions from patents (1976-2016). The task is: Predict the reactants needed to synthesize the given product. (1) Given the product [O:34]=[C:28]([NH:27][CH2:24][CH2:25][CH3:26])[CH2:29][CH2:30][C:31]([O:23][C@@:9]1([C:14]#[C:15][C:16]2[CH:17]=[C:18]([CH3:22])[CH:19]=[CH:20][CH:21]=2)[CH2:10][CH2:11][CH2:12][C@@H:13]2[C@H:8]1[CH2:7][CH2:6][N:5]2[C:3]([O:2][CH3:1])=[O:4])=[O:32], predict the reactants needed to synthesize it. The reactants are: [CH3:1][O:2][C:3]([N:5]1[C@@H:13]2[C@@H:8]([C@@:9]([OH:23])([C:14]#[C:15][C:16]3[CH:17]=[C:18]([CH3:22])[CH:19]=[CH:20][CH:21]=3)[CH2:10][CH2:11][CH2:12]2)[CH2:7][CH2:6]1)=[O:4].[CH2:24]([NH:27][C:28](=[O:34])[CH2:29][CH2:30][C:31](O)=[O:32])[CH2:25][CH3:26]. (2) Given the product [CH3:19][O:1][CH:2]1[CH2:7][CH2:6][CH:5]([C:8]2[NH:18][C:11]3[CH:16]=[CH:15][CH:14]=[CH:13][C:12]=3[N:17]=2)[CH2:4][CH2:3]1, predict the reactants needed to synthesize it. The reactants are: [OH:1][CH:2]1[CH2:7][CH2:6][CH:5]([C:8](O)=O)[CH2:4][CH2:3]1.[C:11]1([NH2:18])[C:12]([NH2:17])=[CH:13][CH:14]=[CH:15][CH:16]=1.[CH3:19]N(C=O)C. (3) Given the product [Cl:42][C:37]1[CH:36]=[C:35]([C:33]2[N:30]=[C:28]([N:27]3[C:3]([C:2]([F:12])([F:11])[F:1])=[C:4]([C:5]([O:7][CH2:8][CH3:9])=[O:6])[CH:13]=[N:26]3)[S:29][CH:32]=2)[CH:40]=[CH:39][C:38]=1[Cl:41], predict the reactants needed to synthesize it. The reactants are: [F:1][C:2]([F:12])([F:11])[C:3](=O)[CH2:4][C:5]([O:7][CH2:8][CH3:9])=[O:6].[CH:13]([O-])([O-])OCC.C(OC(=O)C)(=O)C.[NH2:26][NH:27][C:28]([NH2:30])=[S:29].Br[CH2:32][C:33]([C:35]1[CH:40]=[CH:39][C:38]([Cl:41])=[C:37]([Cl:42])[CH:36]=1)=O. (4) Given the product [Cl:1][C:2]1[C:7]([F:8])=[C:6]([OH:9])[CH:5]=[CH:4][C:3]=1[CH:11]([NH:21][C:22]1[CH:31]=[C:30]([F:32])[CH:29]=[C:28]2[C:23]=1[CH:24]=[CH:25][C:26](=[O:33])[NH:27]2)[C:12]([OH:20])([CH2:17][OH:18])[C:13]([F:16])([F:14])[F:15], predict the reactants needed to synthesize it. The reactants are: [Cl:1][C:2]1[C:7]([F:8])=[C:6]([O:9]C)[CH:5]=[CH:4][C:3]=1[CH:11]([NH:21][C:22]1[CH:31]=[C:30]([F:32])[CH:29]=[C:28]2[C:23]=1[CH:24]=[CH:25][C:26](=[O:33])[NH:27]2)[C:12]([OH:20])([CH2:17][O:18]C)[C:13]([F:16])([F:15])[F:14].B(Br)(Br)Br.C(=O)(O)[O-].[Na+].C(OCC)(=O)C. (5) Given the product [NH2:8][C:5]1[CH:6]=[CH:7][C:2]([Cl:1])=[CH:3][C:4]=1[C:15]([C:16]1[CH:21]=[CH:20][CH:19]=[C:18]([CH2:22][CH3:23])[C:17]=1[O:24][CH3:25])=[O:26], predict the reactants needed to synthesize it. The reactants are: [Cl:1][C:2]1[CH:7]=[CH:6][C:5]([NH:8]C(=O)C(C)(C)C)=[C:4]([C:15](=[O:26])[C:16]2[CH:21]=[CH:20][CH:19]=[C:18]([CH2:22][CH3:23])[C:17]=2[O:24][CH3:25])[CH:3]=1.[OH-].[K+]. (6) Given the product [OH:42][C@H:4]([CH2:5][NH:6][C:7](=[O:41])[C:8]1[CH:13]=[CH:12][C:11]([CH2:14][N:15]([C:32]2[CH:33]=[C:34]3[C:38](=[CH:39][CH:40]=2)[CH2:37][CH2:36][CH2:35]3)[C:16]2[S:17][CH:18]=[C:19]([C:21]3[CH:22]=[CH:23][C:24]([O:27][C:28]([F:30])([F:29])[F:31])=[CH:25][CH:26]=3)[N:20]=2)=[CH:10][CH:9]=1)[C:3]([OH:43])=[O:2], predict the reactants needed to synthesize it. The reactants are: C[O:2][C:3](=[O:43])[C@H:4]([OH:42])[CH2:5][NH:6][C:7](=[O:41])[C:8]1[CH:13]=[CH:12][C:11]([CH2:14][N:15]([C:32]2[CH:33]=[C:34]3[C:38](=[CH:39][CH:40]=2)[CH2:37][CH2:36][CH2:35]3)[C:16]2[S:17][CH:18]=[C:19]([C:21]3[CH:26]=[CH:25][C:24]([O:27][C:28]([F:31])([F:30])[F:29])=[CH:23][CH:22]=3)[N:20]=2)=[CH:10][CH:9]=1.[OH-].[Na+].Cl.O. (7) Given the product [CH2:12]([N:19]1[CH2:23][CH2:22][C@:21]([C:34]2[CH:39]=[CH:38][C:37]([C:46]([OH:47])([C:48]([F:51])([F:50])[F:49])[C:42]([F:45])([F:44])[F:43])=[C:36]([F:41])[CH:35]=2)([S:24]([C:27]2[CH:32]=[CH:31][C:30]([F:33])=[CH:29][CH:28]=2)(=[O:26])=[O:25])[CH2:20]1)[C:13]1[CH:18]=[CH:17][CH:16]=[CH:15][CH:14]=1, predict the reactants needed to synthesize it. The reactants are: CCCCCC.[Li+].CCC[CH2-].[CH2:12]([N:19]1[CH2:23][CH2:22][C@:21]([C:34]2[CH:39]=[CH:38][C:37](Br)=[C:36]([F:41])[CH:35]=2)([S:24]([C:27]2[CH:32]=[CH:31][C:30]([F:33])=[CH:29][CH:28]=2)(=[O:26])=[O:25])[CH2:20]1)[C:13]1[CH:18]=[CH:17][CH:16]=[CH:15][CH:14]=1.[C:42]([C:46]([C:48]([F:51])([F:50])[F:49])=[O:47])([F:45])([F:44])[F:43]. (8) Given the product [NH2:20][C:14]1[CH:13]=[C:12]([N:6]2[CH2:7][CH2:8][O:9][CH2:10][CH2:11]2)[CH:19]=[CH:18][C:15]=1[C:16]#[N:17], predict the reactants needed to synthesize it. The reactants are: O.O.[Sn](Cl)Cl.[N:6]1([C:12]2[CH:19]=[CH:18][C:15]([C:16]#[N:17])=[C:14]([N+:20]([O-])=O)[CH:13]=2)[CH2:11][CH2:10][O:9][CH2:8][CH2:7]1.[OH-].[Na+].